This data is from Forward reaction prediction with 1.9M reactions from USPTO patents (1976-2016). The task is: Predict the product of the given reaction. (1) The product is: [Br:23][C:24]1[CH:29]=[CH:28][C:27]([O:30][C:15]2[CH:14]=[C:13]([CH:18]=[C:17]([F:19])[CH:16]=2)[O:12][C:9]2[CH:10]=[CH:11][C:6]([CH2:5][CH2:4][C:3]([OH:2])=[O:22])=[C:7]([CH3:21])[CH:8]=2)=[C:26]([O:31][C:32]([F:33])([F:34])[F:35])[CH:25]=1. Given the reactants C[O:2][C:3](=[O:22])[CH2:4][CH2:5][C:6]1[CH:11]=[CH:10][C:9]([O:12][C:13]2[CH:18]=[C:17]([F:19])[CH:16]=[C:15](Br)[CH:14]=2)=[CH:8][C:7]=1[CH3:21].[Br:23][C:24]1[CH:29]=[CH:28][C:27]([OH:30])=[C:26]([O:31][C:32]([F:35])([F:34])[F:33])[CH:25]=1, predict the reaction product. (2) Given the reactants CO[C:3]([C:5]1[N:10]=[C:9]([N:11]2[CH2:15][CH2:14][CH2:13][CH:12]2[C:16]2[O:20][N:19]=[C:18]([C:21]3[CH:26]=[CH:25][CH:24]=[CH:23][N:22]=3)[CH:17]=2)[N:8]=[C:7]([NH:27][C:28]2[CH:32]=[C:31]([CH3:33])[NH:30][N:29]=2)[CH:6]=1)=[O:4].[NH:34]1[CH2:39][CH2:38][O:37][CH2:36][CH2:35]1, predict the reaction product. The product is: [O:37]1[CH2:38][CH2:39][N:34]([C:3]([C:5]2[N:10]=[C:9]([N:11]3[CH2:15][CH2:14][CH2:13][CH:12]3[C:16]3[O:20][N:19]=[C:18]([C:21]4[CH:26]=[CH:25][CH:24]=[CH:23][N:22]=4)[CH:17]=3)[N:8]=[C:7]([NH:27][C:28]3[CH:32]=[C:31]([CH3:33])[NH:30][N:29]=3)[CH:6]=2)=[O:4])[CH2:35][CH2:36]1. (3) Given the reactants [Cl:1][C:2]1[CH:7]=[CH:6][CH:5]=[CH:4][C:3]=1[CH2:8][C:9]([C:11]1[CH:16]=[CH:15][CH:14]=[CH:13][CH:12]=1)=O.[CH2:17]([O:19][C:20]1[CH:21]=[C:22]([CH:25]=[C:26]([N+:29]([O-:31])=[O:30])[C:27]=1[OH:28])[CH:23]=O)[CH3:18].[NH2:32][C:33]([NH2:35])=[O:34].Cl, predict the reaction product. The product is: [Cl:1][C:2]1[CH:7]=[CH:6][CH:5]=[CH:4][C:3]=1[C:8]1[CH:23]([C:22]2[CH:25]=[C:26]([N+:29]([O-:31])=[O:30])[C:27]([OH:28])=[C:20]([O:19][CH2:17][CH3:18])[CH:21]=2)[NH:32][C:33](=[O:34])[NH:35][C:9]=1[C:11]1[CH:16]=[CH:15][CH:14]=[CH:13][CH:12]=1. (4) Given the reactants [CH3:1][O:2][C:3]([C:5]1[CH:6]=[C:7]([C:12]2[CH:17]=[CH:16][C:15]([CH3:18])=[CH:14][C:13]=2[F:19])[CH:8]=[C:9](I)[CH:10]=1)=[O:4].[CH:20]([N:23]1[C:27](B(O)O)=[CH:26][CH:25]=[N:24]1)([CH3:22])[CH3:21].CC([O-])=O.[K+].COCCOC, predict the reaction product. The product is: [CH3:1][O:2][C:3]([C:5]1[CH:6]=[C:7]([C:12]2[CH:17]=[CH:16][C:15]([CH3:18])=[CH:14][C:13]=2[F:19])[CH:8]=[C:9]([C:27]2[N:23]([CH:20]([CH3:22])[CH3:21])[N:24]=[CH:25][CH:26]=2)[CH:10]=1)=[O:4]. (5) Given the reactants C[O:2][C:3]1[CH:8]=[CH:7][CH:6]=[CH:5][C:4]=1[C:9]1[S:13][N:12]=[C:11]([N:14]2[CH2:19][CH2:18][N:17]([C:20]([O:22][CH2:23][CH:24]([CH3:26])[CH3:25])=[O:21])[CH2:16][CH2:15]2)[N:10]=1.B(Br)(Br)Br, predict the reaction product. The product is: [OH:2][C:3]1[CH:8]=[CH:7][CH:6]=[CH:5][C:4]=1[C:9]1[S:13][N:12]=[C:11]([N:14]2[CH2:15][CH2:16][N:17]([C:20]([O:22][CH2:23][CH:24]([CH3:26])[CH3:25])=[O:21])[CH2:18][CH2:19]2)[N:10]=1. (6) Given the reactants [F:1][C:2]([F:26])([F:25])[CH2:3][NH:4][C:5]([C:7]1([CH2:20][CH2:21][CH2:22][CH2:23]Br)[C:19]2[CH:18]=[CH:17][CH:16]=[CH:15][C:14]=2[C:13]2[C:8]1=[CH:9][CH:10]=[CH:11][CH:12]=2)=[O:6].[N:27]1([C:33]2[N:42]=[CH:41][C:40]3[C:35](=[CH:36][CH:37]=[CH:38][CH:39]=3)[N:34]=2)[CH2:32][CH2:31][NH:30][CH2:29][CH2:28]1, predict the reaction product. The product is: [F:1][C:2]([F:26])([F:25])[CH2:3][NH:4][C:5]([C:7]1([CH2:20][CH2:21][CH2:22][CH2:23][N:30]2[CH2:31][CH2:32][N:27]([C:33]3[N:42]=[CH:41][C:40]4[C:35](=[CH:36][CH:37]=[CH:38][CH:39]=4)[N:34]=3)[CH2:28][CH2:29]2)[C:19]2[CH:18]=[CH:17][CH:16]=[CH:15][C:14]=2[C:13]2[C:8]1=[CH:9][CH:10]=[CH:11][CH:12]=2)=[O:6]. (7) Given the reactants [CH3:1][O:2][CH2:3][CH2:4][O:5][C:6]1[CH:11]=[CH:10][C:9]([N+:12]([O-])=O)=[C:8]([N+:15]([O-])=O)[CH:7]=1.[CH3:18][O:19][CH2:20][CH2:21][N:22]1[C:30]2[C:25](=[CH:26][C:27]([NH:31][C:32]([C:34]3[CH:41]=[CH:40][C:37]([CH:38]=O)=[CH:36][CH:35]=3)=[O:33])=[CH:28][CH:29]=2)[CH:24]=[C:23]1[CH3:42], predict the reaction product. The product is: [CH3:1][O:2][CH2:3][CH2:4][O:5][C:6]1[CH:11]=[CH:10][C:9]2[N:12]=[C:38]([C:37]3[CH:36]=[CH:35][C:34]([C:32]([NH:31][C:27]4[CH:26]=[C:25]5[C:30](=[CH:29][CH:28]=4)[N:22]([CH2:21][CH2:20][O:19][CH3:18])[C:23]([CH3:42])=[CH:24]5)=[O:33])=[CH:41][CH:40]=3)[NH:15][C:8]=2[CH:7]=1. (8) Given the reactants [CH2:1]([C:3]([C:7]1[S:11][C:10]([S:12][C:13]2[CH:22]=[C:21]3[C:16]([C:17]([C:24]4[CH:29]=[CH:28][C:27]([F:30])=[CH:26][CH:25]=4)=[CH:18][C:19](=[O:23])[O:20]3)=[CH:15][CH:14]=2)=[N:9][CH:8]=1)(O)[CH2:4][CH3:5])[CH3:2].C([SiH](CC)CC)C.C(O)(C(F)(F)F)=O, predict the reaction product. The product is: [CH2:1]([CH:3]([C:7]1[S:11][C:10]([S:12][C:13]2[CH:22]=[C:21]3[C:16]([C:17]([C:24]4[CH:29]=[CH:28][C:27]([F:30])=[CH:26][CH:25]=4)=[CH:18][C:19](=[O:23])[O:20]3)=[CH:15][CH:14]=2)=[N:9][CH:8]=1)[CH2:4][CH3:5])[CH3:2]. (9) Given the reactants [N:1]1[CH:6]=[CH:5][C:4]([NH:7][C@@H:8]2[CH2:13][CH2:12][C@H:11]([C:14]([OH:16])=O)[CH2:10][CH2:9]2)=[CH:3][CH:2]=1.[NH3:17].C1COCC1, predict the reaction product. The product is: [N:1]1[CH:6]=[CH:5][C:4]([NH:7][C@@H:8]2[CH2:13][CH2:12][C@H:11]([C:14]([NH2:17])=[O:16])[CH2:10][CH2:9]2)=[CH:3][CH:2]=1.